Dataset: Full USPTO retrosynthesis dataset with 1.9M reactions from patents (1976-2016). Task: Predict the reactants needed to synthesize the given product. (1) Given the product [C:1]([Si:5]([CH3:28])([CH3:27])[O:6][CH:7]([CH2:25][CH3:26])[C:8]([N:10]1[CH2:15][CH2:14][C:13]2[N:16]=[C:17]([C:19]3[CH:24]=[CH:23][CH:22]=[CH:21][CH:20]=3)[O:18][C:12]=2[CH2:11]1)=[S:38])([CH3:4])([CH3:3])[CH3:2], predict the reactants needed to synthesize it. The reactants are: [C:1]([Si:5]([CH3:28])([CH3:27])[O:6][CH:7]([CH2:25][CH3:26])[C:8]([N:10]1[CH2:15][CH2:14][C:13]2[N:16]=[C:17]([C:19]3[CH:24]=[CH:23][CH:22]=[CH:21][CH:20]=3)[O:18][C:12]=2[CH2:11]1)=O)([CH3:4])([CH3:3])[CH3:2].COC1C=CC(P2(SP(C3C=CC(OC)=CC=3)(=S)S2)=[S:38])=CC=1. (2) Given the product [O:9]=[S:8]1(=[O:10])[C:4]2[CH:3]=[C:2]([NH2:1])[CH:13]=[CH:12][C:5]=2[CH2:6][NH:7]1, predict the reactants needed to synthesize it. The reactants are: [NH2:1][C:2]1[CH:13]=[CH:12][C:5]2[C:6](=O)[NH:7][S:8](=[O:10])(=[O:9])[C:4]=2[CH:3]=1.C([O-])(O)=O.[Na+].CCOC(C)=O. (3) The reactants are: [CH3:1][O:2][C:3]1[CH:4]=[C:5]2[C:10](=[CH:11][C:12]=1[O:13][CH3:14])[N:9]=[CH:8][C:7]([C:15]#[N:16])=[C:6]2[CH3:17].C(OC([NH:25][C:26]1[CH:31]=[CH:30][N:29]=[CH:28][C:27]=1[O:32][C:33]1[CH:34]=[N:35][CH:36]=[C:37]([CH:42]=1)[C:38](OC)=O)=O)(C)(C)C.C[Si]([N-:47][Si](C)(C)C)(C)C.[Li+].C([O-])(=O)C.[NH4+]. Given the product [NH2:25][C:26]1[CH:31]=[CH:30][N:29]=[CH:28][C:27]=1[O:32][C:33]1[CH:42]=[C:37]([C:38]2[CH:17]=[C:6]3[C:7](=[C:15]([NH2:47])[N:16]=2)[CH:8]=[N:9][C:10]2[CH:11]=[C:12]([O:13][CH3:14])[C:3]([O:2][CH3:1])=[CH:4][C:5]3=2)[CH:36]=[N:35][CH:34]=1, predict the reactants needed to synthesize it. (4) Given the product [O:22]([C:19]1[CH:20]=[CH:21][C:16]([NH:13][C:12]2[C:11]3[CH:10]=[C:9]4[N:29]=[CH:30][N:31]=[C:8]4[CH2:7][C:6]=3[N:5]=[CH:4][C:3]=2[C:1]#[N:2])=[CH:17][CH:18]=1)[C:23]1[CH:28]=[CH:27][CH:26]=[CH:25][CH:24]=1, predict the reactants needed to synthesize it. The reactants are: [C:1]([C:3]1[CH:4]=[N:5][C:6]2[CH:7]=[C:8]3[NH:31][CH:30]=[N:29][C:9]3=[CH:10][C:11]=2[C:12]=1[N:13]([C:16]1[CH:21]=[CH:20][C:19]([O:22][C:23]2[CH:28]=[CH:27][CH:26]=[CH:25][CH:24]=2)=[CH:18][CH:17]=1)C=O)#[N:2].C(=O)([O-])[O-].[K+].[K+]. (5) Given the product [C:9]([OH:13])(=[O:12])[CH:10]=[CH2:11].[CH:1]([N:3]1[CH2:7][CH2:6][CH2:5][C:4]1=[O:8])=[CH2:2], predict the reactants needed to synthesize it. The reactants are: [CH:1]([N:3]1[CH2:7][CH2:6][CH2:5][C:4]1=[O:8])=[CH2:2].[C:9]([OH:13])(=[O:12])[CH:10]=[CH2:11].N(C(C)(C)C#N)=NC(C)(C)C#N.